This data is from Reaction yield outcomes from USPTO patents with 853,638 reactions. The task is: Predict the reaction yield, written as a fraction of the theoretical maximum amount of product (1.0 means a 100% yield; for example, 0.34 means a 34% yield). (1) The reactants are [NH2:1][C:2]1[CH:7]=[CH:6][C:5]([C:8]2[NH:13][C:12](=[O:14])[NH:11][CH:10]([C:15]3[CH:20]=[C:19]([N+:21]([O-:23])=[O:22])[C:18]([OH:24])=[C:17]([O:25][CH2:26][CH3:27])[CH:16]=3)[C:9]=2[C:28]2[CH:33]=[CH:32][CH:31]=[CH:30][CH:29]=2)=[CH:4][CH:3]=1.[CH3:34][C:35](OC(C)=O)=[O:36]. The catalyst is C(Cl)Cl. The product is [CH2:26]([O:25][C:17]1[CH:16]=[C:15]([CH:10]2[NH:11][C:12](=[O:14])[NH:13][C:8]([C:5]3[CH:6]=[CH:7][C:2]([NH:1][C:35](=[O:36])[CH3:34])=[CH:3][CH:4]=3)=[C:9]2[C:28]2[CH:29]=[CH:30][CH:31]=[CH:32][CH:33]=2)[CH:20]=[C:19]([N+:21]([O-:23])=[O:22])[C:18]=1[OH:24])[CH3:27]. The yield is 0.340. (2) The reactants are [F:1][C:2]1[CH:7]=[CH:6][CH:5]=[C:4]([F:8])[C:3]=1[OH:9].[C:10](=O)([O-])[O-].[K+].[K+].CI. The catalyst is CC(C)=O. The product is [F:1][C:2]1[CH:7]=[CH:6][CH:5]=[C:4]([F:8])[C:3]=1[O:9][CH3:10]. The yield is 0.779.